The task is: Predict the product of the given reaction.. This data is from Forward reaction prediction with 1.9M reactions from USPTO patents (1976-2016). (1) Given the reactants [F:1][C:2]1[CH:20]=[CH:19][C:5]([CH2:6][N:7]2[C:15]3[C:10](=[CH:11][CH:12]=[CH:13][CH:14]=3)[CH:9]=[C:8]2[C:16](O)=[O:17])=[CH:4][CH:3]=1.C(Cl)CCl.C1C=CC2N(O)N=NC=2C=1.[C:35]1([CH:41]([CH:43]2[CH2:48][CH2:47][NH:46][CH2:45][CH2:44]2)[OH:42])[CH:40]=[CH:39][CH:38]=[CH:37][CH:36]=1, predict the reaction product. The product is: [F:1][C:2]1[CH:3]=[CH:4][C:5]([CH2:6][N:7]2[C:15]3[C:10](=[CH:11][CH:12]=[CH:13][CH:14]=3)[CH:9]=[C:8]2[C:16]([N:46]2[CH2:47][CH2:48][CH:43]([CH:41]([OH:42])[C:35]3[CH:36]=[CH:37][CH:38]=[CH:39][CH:40]=3)[CH2:44][CH2:45]2)=[O:17])=[CH:19][CH:20]=1. (2) Given the reactants O=[C:2]1[NH:6][C:5]2[CH:7]=[CH:8][CH:9]=[C:10]([C:11]([O:13][CH3:14])=[O:12])[C:4]=2[NH:3]1.P(Cl)(Cl)([Cl:17])=O, predict the reaction product. The product is: [Cl:17][C:2]1[NH:6][C:5]2[CH:7]=[CH:8][CH:9]=[C:10]([C:11]([O:13][CH3:14])=[O:12])[C:4]=2[N:3]=1. (3) Given the reactants [CH2:1]([O:8][C:9]1[N:10]=[N:11][C:12](Cl)=[CH:13][C:14]=1[O:15][CH2:16][C:17]1[CH:22]=[CH:21][CH:20]=[CH:19][CH:18]=1)[C:2]1[CH:7]=[CH:6][CH:5]=[CH:4][CH:3]=1.C(OC1N=NC(C#CC(C)C)=CC=1OCC1C=CC=CC=1)C1C=CC=CC=1.[C:51]([Si:53]([CH3:56])([CH3:55])[CH3:54])#[CH:52].C1CCN2C(=NCCC2)CC1, predict the reaction product. The product is: [CH2:1]([O:8][C:9]1[N:10]=[N:11][C:12]([C:52]#[C:51][Si:53]([CH3:56])([CH3:55])[CH3:54])=[CH:13][C:14]=1[O:15][CH2:16][C:17]1[CH:22]=[CH:21][CH:20]=[CH:19][CH:18]=1)[C:2]1[CH:7]=[CH:6][CH:5]=[CH:4][CH:3]=1. (4) Given the reactants [C:1]([O:5][C:6]([NH:8][CH2:9][C@H:10]1[CH2:15][CH2:14][C@H:13]([C:16]([NH:18][C@@H:19]([CH2:23][C:24]2[CH:29]=[CH:28][C:27]([C:30]3[CH:35]=[CH:34][C:33]([C:36](=[O:51])[NH:37][CH:38]4[CH2:43][CH2:42][N:41]([C:44]([O:46][C:47]([CH3:50])([CH3:49])[CH3:48])=[O:45])[CH2:40][CH2:39]4)=[CH:32][C:31]=3[CH3:52])=[CH:26][CH:25]=2)[C:20](O)=[O:21])=[O:17])[CH2:12][CH2:11]1)=[O:7])([CH3:4])([CH3:3])[CH3:2].[N:53]1[CH:58]=[CH:57][CH:56]=[C:55]([C:59]2[NH:63][C:62]3[CH:64]=[CH:65][C:66]([NH2:68])=[CH:67][C:61]=3[N:60]=2)[CH:54]=1.C(N(CC)C(C)C)(C)C.F[P-](F)(F)(F)(F)F.CN(C(ON1C2=NC=CC=C2N=N1)=[N+](C)C)C, predict the reaction product. The product is: [C:1]([O:5][C:6]([NH:8][CH2:9][C@H:10]1[CH2:15][CH2:14][C@H:13]([C:16]([NH:18][C@H:19]([C:20](=[O:21])[NH:68][C:66]2[CH:65]=[CH:64][C:62]3[NH:63][C:59]([C:55]4[CH:54]=[N:53][CH:58]=[CH:57][CH:56]=4)=[N:60][C:61]=3[CH:67]=2)[CH2:23][C:24]2[CH:29]=[CH:28][C:27]([C:30]3[CH:35]=[CH:34][C:33]([C:36]([NH:37][CH:38]4[CH2:39][CH2:40][N:41]([C:44]([O:46][C:47]([CH3:50])([CH3:49])[CH3:48])=[O:45])[CH2:42][CH2:43]4)=[O:51])=[CH:32][C:31]=3[CH3:52])=[CH:26][CH:25]=2)=[O:17])[CH2:12][CH2:11]1)=[O:7])([CH3:3])([CH3:2])[CH3:4].